Task: Predict the reaction yield, written as a fraction of the theoretical maximum amount of product (1.0 means a 100% yield; for example, 0.34 means a 34% yield).. Dataset: Reaction yield outcomes from USPTO patents with 853,638 reactions (1) The reactants are NC1C=CC([C:8]2[C:13]([S:14]([NH2:17])(=[O:16])=[O:15])=[CH:12][CH:11]=[C:10]([NH2:18])[CH:9]=2)=CC=1.[CH:19]1[C:31]2[CH2:30][C:29]3[C:24](=[CH:25][CH:26]=[CH:27][CH:28]=3)[C:23]=2[CH:22]=[CH:21][C:20]=1[N:32]=[C:33]=[O:34].[K+].[Br-].NC(N)=O. The catalyst is C(#N)C. The product is [CH:19]1[C:31]2[CH2:30][C:29]3[C:24](=[CH:25][CH:26]=[CH:27][CH:28]=3)[C:23]=2[CH:22]=[CH:21][C:20]=1[NH:32][C:33]([NH:18][C:10]1[CH:9]=[CH:8][C:13]([S:14]([NH2:17])(=[O:15])=[O:16])=[CH:12][CH:11]=1)=[O:34]. The yield is 0.620. (2) The reactants are [H-].[Na+].[CH3:3][O:4][CH2:5][CH2:6][O:7]CCO.[CH2:11]([O:13][C:14](=[O:42])[CH2:15][CH2:16][CH2:17][CH2:18][CH2:19][O:20][CH2:21][CH2:22][O:23][CH2:24][CH2:25][O:26][CH2:27][CH2:28][O:29][CH2:30][CH2:31][O:32][CH2:33][CH2:34][O:35][CH2:36][CH2:37]S(C)(=O)=O)[CH3:12]. The catalyst is C1(C)C=CC=CC=1. The product is [CH2:11]([O:13][C:14](=[O:42])[CH2:15][CH2:16][CH2:17][CH2:18][CH2:19][O:20][CH2:21][CH2:22][O:23][CH2:24][CH2:25][O:26][CH2:27][CH2:28][O:29][CH2:30][CH2:31][O:32][CH2:33][CH2:34][O:35][CH2:36][CH2:37][O:7][CH2:6][CH2:5][O:4][CH3:3])[CH3:12]. The yield is 0.570. (3) The reactants are Br[C:2]1[CH:3]=[C:4]2[C:8](=[CH:9][CH:10]=1)[C:7](=[O:11])[CH2:6][CH2:5]2.C([O-])([O-])=O.[K+].[K+].[C:18]1(C)C=CC=C[CH:19]=1. The catalyst is C1C=CC([P]([Pd]([P](C2C=CC=CC=2)(C2C=CC=CC=2)C2C=CC=CC=2)([P](C2C=CC=CC=2)(C2C=CC=CC=2)C2C=CC=CC=2)[P](C2C=CC=CC=2)(C2C=CC=CC=2)C2C=CC=CC=2)(C2C=CC=CC=2)C2C=CC=CC=2)=CC=1. The product is [CH:18]([C:2]1[CH:3]=[C:4]2[C:8](=[CH:9][CH:10]=1)[C:7](=[O:11])[CH2:6][CH2:5]2)=[CH2:19]. The yield is 0.480.